From a dataset of Experimentally validated miRNA-target interactions with 360,000+ pairs, plus equal number of negative samples. Binary Classification. Given a miRNA mature sequence and a target amino acid sequence, predict their likelihood of interaction. (1) The miRNA is hsa-miR-6883-3p with sequence UUCCCUAUCUCACUCUCCUCAG. The protein sequence of the target gene is MAFPCRRSLTAKTLACLLVGVSFLALQQWFLQAPRSPREERSPQEETPEGPTDAPAADEPPSELVPGPPCVANASANATADFEQLPARIQDFLRYRHCRHFPLLWDAPAKCAGGRGVFLLLAVKSAPEHYERRELIRRTWGQERSYGGRPVRRLFLLGTPGPEDEARAERLAELVALEAREHGDVLQWAFADTFLNLTLKHLHLLDWLAARCPHARFLLSGDDDVFVHTANVVRFLQAQPPGRHLFSGQLMEGSVPIRDSWSKYFVPPQLFPGSAYPVYCSGGGFLLSGPTARALRAAAR.... Result: 0 (no interaction). (2) The miRNA is hsa-miR-515-5p with sequence UUCUCCAAAAGAAAGCACUUUCUG. The protein sequence of the target gene is MPQTLSASDMVTPGSLSPPPTEPTDGEQAGQPLLDGAPSSASLETLIQHLVPTADYYPEKAYIFTFLLSSRLFIEPRELLARVCHLCIEQQQLDKPVLDKARVRKFGPKLLQLLAEWTETFPRDFQEESTIGHLKDVVGRIAPCDEAYRKRMHQLLQALHQKLAALRQGPEGLVGADKPISYRTKPPASIHRELLGVCSDPYTLAQQLTHVELERLRHIGPEEFVQAFVNKDPLASTKPCFSDKTSNLEAYVKWFNRLCYLVATEICMPAKKKQRAQVIEFFIDVARECFNIGNFNSLMA.... Result: 0 (no interaction). (3) The miRNA is hsa-miR-6853-3p with sequence UGUUCAUUGGAACCCUGCGCAG. The protein sequence of the target gene is MASSKLREPVDEVFDLDLAVPETARLDSSLHKARAQLLAKGRRHRPSRSRLRDSASSAEDGEGSDGPGGKVTDGCGSPLHRLRSPLHSGPGSPAGGSFCLDPPGLRRSLDEDEPPPSPLTRYRPLHNAASHEGLAAASCSPPRSAPSSDSSPSFVRRHPRAEPHSEDDSRDASPPEPASPTIGLDKKTRRKFLDLGVTLRRASTGKSRKEKGSNRLSMGSRESVEGSGRSGGSPFLPFSWFTDSGKGSASSGSTTSPTCSPKHEGFSPKKSASQESTLSDDSTPPSSSPKIPSGPWQEAK.... Result: 1 (interaction). (4) The miRNA is hsa-miR-106b-5p with sequence UAAAGUGCUGACAGUGCAGAU. The protein sequence of the target gene is MLPSNITSTHPAVFLLVGIPGLEHLHAWISIPFCFAYTLALLGNCTLLFIIQADAALHEPMYLFLAMLATIDLVLSSTTLPKMLAIFWFRDQEINFFACLVQMFFLHSFSIMESAVLLAMAFDRYVAICKPLHYTTVLTGSLITKIGMAAVARAVTLMTPLPFLLRRFHYCRGPVIAHCYCEHMAVVRLACGDTSFNNIYGIAVAMFIVVLDLLFVILSYVFILQAVLQLASQEARYKAFGTCVSHIGAILSTYTPVVISSVMHRVARHAAPRVHILLAIFYLLFPPMVNPIIYGVKTKQ.... Result: 1 (interaction).